Predict the reactants needed to synthesize the given product. From a dataset of Full USPTO retrosynthesis dataset with 1.9M reactions from patents (1976-2016). (1) Given the product [Br:1][C:2]1[CH:12]=[CH:11][C:5]2[O:6][C:7]3[C:8](=[O:9])[NH:10][C:16]([CH2:17][N:28]4[CH:25]5[CH2:26][CH2:27][CH:21]4[CH2:22][CH:23]([OH:29])[CH2:24]5)=[N:14][C:13]=3[C:4]=2[CH:3]=1, predict the reactants needed to synthesize it. The reactants are: [Br:1][C:2]1[CH:12]=[CH:11][C:5]([O:6][CH2:7][C:8]([NH2:10])=[O:9])=[C:4]([C:13]#[N:14])[CH:3]=1.N1CCC[CH2:17][CH2:16]1.[CH:21]12[NH:28][CH:25]([CH2:26][CH2:27]1)[CH2:24][CH:23]([OH:29])[CH2:22]2. (2) The reactants are: Cl[C:2]1[CH:7]=[CH:6][C:5]([C@@H:8]2[CH2:12][CH2:11][CH2:10][N:9]2[CH3:13])=[CH:4][N:3]=1.C1(P(C2CCCCC2)C2C=CC=CC=2C2C=CC=CC=2)CCCCC1.[Li+].C[Si]([N-:44][Si](C)(C)C)(C)C.[NH4+].[Cl-]. Given the product [CH3:13][N:9]1[CH2:10][CH2:11][CH2:12][C@H:8]1[C:5]1[CH:6]=[CH:7][C:2]([NH2:44])=[N:3][CH:4]=1, predict the reactants needed to synthesize it. (3) The reactants are: Br[C:2]1[N:7]=[C:6]2[N:8]([CH2:20][CH2:21][CH2:22][N:23]3[CH2:28][CH2:27][CH2:26][CH2:25][CH2:24]3)[C:9]([NH:11][C:12]3[CH:17]=[CH:16][C:15]([O:18][CH3:19])=[CH:14][CH:13]=3)=[N:10][C:5]2=[CH:4][CH:3]=1.[C:29]([O:33][C:34]([N:36]1[C:44]2[C:39](=[CH:40][CH:41]=[CH:42][CH:43]=2)[CH:38]=[C:37]1B(O)O)=[O:35])([CH3:32])([CH3:31])[CH3:30].C(=O)([O-])[O-].[Na+].[Na+]. Given the product [CH3:19][O:18][C:15]1[CH:16]=[CH:17][C:12]([NH:11][C:9]2[N:8]([CH2:20][CH2:21][CH2:22][N:23]3[CH2:28][CH2:27][CH2:26][CH2:25][CH2:24]3)[C:6]3=[N:7][C:2]([C:37]4[N:36]([C:34]([O:33][C:29]([CH3:32])([CH3:31])[CH3:30])=[O:35])[C:44]5[C:39]([CH:38]=4)=[CH:40][CH:41]=[CH:42][CH:43]=5)=[CH:3][CH:4]=[C:5]3[N:10]=2)=[CH:13][CH:14]=1, predict the reactants needed to synthesize it. (4) The reactants are: Br[C:2]1[CH:7]=[CH:6][CH:5]=[C:4]([CH2:8][F:9])[N:3]=1.[CH2:10]([N:14]1[C:22](=[O:23])[C:21]2[C:16](=[CH:17][CH:18]=[CH:19][CH:20]=2)[C:15]1=[O:24])[CH2:11][C:12]#[CH:13]. Given the product [F:9][CH2:8][C:4]1[N:3]=[C:2]([C:13]#[C:12][CH2:11][CH2:10][N:14]2[C:22](=[O:23])[C:21]3[C:16](=[CH:17][CH:18]=[CH:19][CH:20]=3)[C:15]2=[O:24])[CH:7]=[CH:6][CH:5]=1, predict the reactants needed to synthesize it.